Dataset: Experimental lipophilicity measurements (octanol/water distribution) for 4,200 compounds from AstraZeneca. Task: Regression/Classification. Given a drug SMILES string, predict its absorption, distribution, metabolism, or excretion properties. Task type varies by dataset: regression for continuous measurements (e.g., permeability, clearance, half-life) or binary classification for categorical outcomes (e.g., BBB penetration, CYP inhibition). For this dataset (lipophilicity_astrazeneca), we predict Y. (1) The drug is CN[C@@H](C)C(=O)N[C@H](C(=O)N[C@H]1CCN(CCCc2ccccc2)C1)C1CCCCC1. The Y is 1.90 logD. (2) The molecule is Cc1cccc(C)c1NC(=O)C(C)N. The Y is -0.150 logD. (3) The compound is N#CC1(NC(=O)[C@@H]2CCCC[C@H]2C(=O)N2CCN(c3ccc(F)cc3)CC2)CC1. The Y is 2.12 logD. (4) The compound is Oc1ccc(-c2nc3cc(O)ccc3o2)cc1. The Y is 3.40 logD.